Dataset: TCR-epitope binding with 47,182 pairs between 192 epitopes and 23,139 TCRs. Task: Binary Classification. Given a T-cell receptor sequence (or CDR3 region) and an epitope sequence, predict whether binding occurs between them. (1) The epitope is RLDKVEAEV. The TCR CDR3 sequence is CATSDPVIELGQETQYF. Result: 0 (the TCR does not bind to the epitope). (2) The epitope is QECVRGTTVL. The TCR CDR3 sequence is CASSPGLGEQYF. Result: 0 (the TCR does not bind to the epitope).